Dataset: Ames mutagenicity test results for genotoxicity prediction. Task: Regression/Classification. Given a drug SMILES string, predict its toxicity properties. Task type varies by dataset: regression for continuous values (e.g., LD50, hERG inhibition percentage) or binary classification for toxic/non-toxic outcomes (e.g., AMES mutagenicity, cardiotoxicity, hepatotoxicity). Dataset: ames. (1) The drug is Nc1ccc2ccc3ccc([N+](=O)[O-])c4ccc1c2c34. The result is 1 (mutagenic). (2) The molecule is CC[n+]1c2ccccc2nc2ccccc21. The result is 1 (mutagenic). (3) The molecule is C=COc1ccc([N+](=O)[O-])cc1. The result is 1 (mutagenic). (4) The molecule is CSCCC(NC=O)C(=O)NC(Cc1ccccc1)C(=O)O. The result is 0 (non-mutagenic). (5) The result is 1 (mutagenic). The drug is O=[N+]([O-])c1c(Cl)c(Cl)c2c(c1Cl)Oc1ccc(Cl)c(Cl)c1O2. (6) The molecule is C=C[C@@H]1CC=CCC1. The result is 0 (non-mutagenic). (7) The drug is CC=C1CC2C=CC1C2. The result is 0 (non-mutagenic).